This data is from Full USPTO retrosynthesis dataset with 1.9M reactions from patents (1976-2016). The task is: Predict the reactants needed to synthesize the given product. Given the product [Br:40][C:6]1[C:7]([NH:27][C@@H:28]2[CH2:32][CH2:31][N:30]([C:33]([O:35][C:36]([CH3:39])([CH3:38])[CH3:37])=[O:34])[CH2:29]2)=[N:8][C:9]([NH:10][C:11]2[CH:16]=[CH:15][C:14]([N:17]3[CH2:18][CH2:19][C:20]4([O:21][CH2:22][CH2:23][O:24]4)[CH2:25][CH2:26]3)=[CH:13][CH:12]=2)=[C:4]([C:1](=[O:3])[NH2:2])[N:5]=1, predict the reactants needed to synthesize it. The reactants are: [C:1]([C:4]1[N:5]=[CH:6][C:7]([NH:27][C@@H:28]2[CH2:32][CH2:31][N:30]([C:33]([O:35][C:36]([CH3:39])([CH3:38])[CH3:37])=[O:34])[CH2:29]2)=[N:8][C:9]=1[NH:10][C:11]1[CH:16]=[CH:15][C:14]([N:17]2[CH2:26][CH2:25][C:20]3([O:24][CH2:23][CH2:22][O:21]3)[CH2:19][CH2:18]2)=[CH:13][CH:12]=1)(=[O:3])[NH2:2].[Br:40]N1C(=O)CCC1=O.